Dataset: Full USPTO retrosynthesis dataset with 1.9M reactions from patents (1976-2016). Task: Predict the reactants needed to synthesize the given product. Given the product [F:41][C:40]([F:43])([F:42])[C:38]([OH:44])=[O:39].[NH2:7][CH2:8][CH2:9][N:10]1[C:19](=[O:20])[C:18]2[C:13](=[CH:14][CH:15]=[CH:16][CH:17]=2)[N:12]([CH2:21][C:22]([NH:23][C:24]2[CH:29]=[C:28]([Cl:30])[C:27]([O:31][CH3:32])=[CH:26][C:25]=2[O:33][CH3:34])=[O:35])[C:11]1=[O:36], predict the reactants needed to synthesize it. The reactants are: C(OC(=O)[NH:7][CH2:8][CH2:9][N:10]1[C:19](=[O:20])[C:18]2[C:13](=[CH:14][CH:15]=[CH:16][CH:17]=2)[N:12]([CH2:21][C:22](=[O:35])[NH:23][C:24]2[CH:29]=[C:28]([Cl:30])[C:27]([O:31][CH3:32])=[CH:26][C:25]=2[O:33][CH3:34])[C:11]1=[O:36])(C)(C)C.[C:38]([OH:44])([C:40]([F:43])([F:42])[F:41])=[O:39].CCOC(C)=O.